Dataset: Reaction yield outcomes from USPTO patents with 853,638 reactions. Task: Predict the reaction yield, written as a fraction of the theoretical maximum amount of product (1.0 means a 100% yield; for example, 0.34 means a 34% yield). (1) The reactants are [Cl:1][CH2:2][C:3]([O:5][CH2:6][C@H:7]1[O:19][C@@H:11](SC2C=CC=CC=2)[C@H:10]([O:20][CH2:21][C:22]2[CH:27]=[CH:26][CH:25]=[CH:24][CH:23]=2)[C@@H:9]([O:28][CH2:29][C:30]2[CH:35]=[CH:34][CH:33]=[CH:32][CH:31]=2)[C@H:8]1[O:36][CH2:37][C:38]1[CH:43]=[CH:42][CH:41]=[CH:40][CH:39]=1)=[O:4].CCN(S(F)(F)[F:50])CC.C1C(=O)N(Br)C(=O)C1. The catalyst is C(Cl)Cl. The product is [Cl:1][CH2:2][C:3]([O:5][CH2:6][C@H:7]1[O:19][C@@H:11]([F:50])[C@H:10]([O:20][CH2:21][C:22]2[CH:27]=[CH:26][CH:25]=[CH:24][CH:23]=2)[C@@H:9]([O:28][CH2:29][C:30]2[CH:35]=[CH:34][CH:33]=[CH:32][CH:31]=2)[C@H:8]1[O:36][CH2:37][C:38]1[CH:43]=[CH:42][CH:41]=[CH:40][CH:39]=1)=[O:4]. The yield is 0.820. (2) The reactants are [CH3:1][C:2]1[CH:15]=[C:14]([N+:16]([O-:18])=[O:17])[CH:13]=[CH:12][C:3]=1[O:4][C:5]1[CH:10]=[CH:9][N:8]=[C:7]([NH2:11])[CH:6]=1.[CH2:19]([N:21]([CH2:24][CH3:25])[CH2:22]C)[CH3:20].ClC(OC1C=CC=CC=1)=[O:28].N1CCCC1. The catalyst is O1CCCC1.CN(C)C=O. The product is [CH3:1][C:2]1[CH:15]=[C:14]([N+:16]([O-:18])=[O:17])[CH:13]=[CH:12][C:3]=1[O:4][C:5]1[CH:10]=[CH:9][N:8]=[C:7]([NH:11][C:22]([N:21]2[CH2:24][CH2:25][CH2:20][CH2:19]2)=[O:28])[CH:6]=1. The yield is 0.707. (3) The reactants are C([O:3][C:4](=O)[CH2:5][O:6][C:7]1[CH:12]=[C:11]([CH:13]2[C:17]3[C:18]([CH3:32])=[C:19]([NH:24][C:25](=[O:31])[CH2:26][C:27]([CH3:30])([CH3:29])[CH3:28])[C:20]([CH3:23])=[C:21]([CH3:22])[C:16]=3[O:15][CH2:14]2)[CH:10]=[CH:9][C:8]=1[CH:33]([CH3:35])[CH3:34])C.[Li].O. The catalyst is C1COCC1. The product is [OH:3][CH2:4][CH2:5][O:6][C:7]1[CH:12]=[C:11]([CH:13]2[C:17]3[C:18]([CH3:32])=[C:19]([NH:24][C:25](=[O:31])[CH2:26][C:27]([CH3:30])([CH3:29])[CH3:28])[C:20]([CH3:23])=[C:21]([CH3:22])[C:16]=3[O:15][CH2:14]2)[CH:10]=[CH:9][C:8]=1[CH:33]([CH3:34])[CH3:35]. The yield is 0.710. (4) The reactants are C([N:8]1[CH2:12][CH:11]([C:13]2[CH:18]=[CH:17][C:16]([Cl:19])=[C:15]([Cl:20])[CH:14]=2)[CH:10]([CH:21]([O:31][C:32]2[CH:37]=[CH:36][C:35]([Cl:38])=[CH:34][N:33]=2)[CH2:22][O:23][Si:24]([C:27]([CH3:30])([CH3:29])[CH3:28])([CH3:26])[CH3:25])[CH2:9]1)C1C=CC=CC=1.ClC(OC(Cl)C)=O.CCN(C(C)C)C(C)C. The catalyst is C1(C)C=CC=CC=1. The product is [C:27]([Si:24]([CH3:26])([CH3:25])[O:23][CH2:22][CH:21]([CH:10]1[CH:11]([C:13]2[CH:18]=[CH:17][C:16]([Cl:19])=[C:15]([Cl:20])[CH:14]=2)[CH2:12][NH:8][CH2:9]1)[O:31][C:32]1[CH:37]=[CH:36][C:35]([Cl:38])=[CH:34][N:33]=1)([CH3:30])([CH3:29])[CH3:28]. The yield is 0.510. (5) The reactants are [NH2:1][C@@H:2]1[CH2:6][CH2:5][N:4]([C:7]([C:9]2[CH:10]=[C:11]([CH:24]=[CH:25][C:26]=2[F:27])[CH2:12][C:13]2[C:22]3[C:17](=[CH:18][CH:19]=[CH:20][CH:21]=3)[C:16](=[O:23])[NH:15][N:14]=2)=[O:8])[CH2:3]1.[C:28]1(=O)[CH2:31][CH2:30][CH2:29]1.C(O[BH-](OC(=O)C)OC(=O)C)(=O)C.[Na+]. No catalyst specified. The product is [CH:28]1([NH:1][C@@H:2]2[CH2:6][CH2:5][N:4]([C:7]([C:9]3[CH:10]=[C:11]([CH:24]=[CH:25][C:26]=3[F:27])[CH2:12][C:13]3[C:22]4[C:17](=[CH:18][CH:19]=[CH:20][CH:21]=4)[C:16](=[O:23])[NH:15][N:14]=3)=[O:8])[CH2:3]2)[CH2:31][CH2:30][CH2:29]1. The yield is 0.720.